Dataset: Reaction yield outcomes from USPTO patents with 853,638 reactions. Task: Predict the reaction yield, written as a fraction of the theoretical maximum amount of product (1.0 means a 100% yield; for example, 0.34 means a 34% yield). (1) The reactants are [N+:1]([C:4]1[CH:5]=[C:6]2[C:10](=[CH:11][CH:12]=1)[NH:9][C:8]([CH:13]([CH3:16])[CH2:14][OH:15])=[CH:7]2)([O-])=O.O.O.[Sn](Cl)(Cl)(Cl)Cl. The catalyst is C(O)C.C(OCC)(=O)C.O.C([O-])(O)=O.[Na+]. The product is [NH2:1][C:4]1[CH:5]=[C:6]2[C:10](=[CH:11][CH:12]=1)[NH:9][C:8]([CH:13]([CH3:16])[CH2:14][OH:15])=[CH:7]2. The yield is 0.820. (2) The reactants are [H-].[Na+].[OH:3][C:4]1[CH:11]=[CH:10][C:7]([CH:8]=[O:9])=[CH:6][CH:5]=1.[F:12][C:13]([F:17])([F:16])[CH2:14]I.O. The catalyst is CS(C)=O. The product is [F:12][C:13]([F:17])([F:16])[CH2:14][O:3][C:4]1[CH:11]=[CH:10][C:7]([CH:8]=[O:9])=[CH:6][CH:5]=1. The yield is 0.240.